From a dataset of Catalyst prediction with 721,799 reactions and 888 catalyst types from USPTO. Predict which catalyst facilitates the given reaction. (1) Reactant: [Br:1][C:2]1[CH:3]=[C:4]([C:14]([O:16][CH2:17][CH3:18])=[O:15])[C:5]2[CH:10]=[N:9][N:8]([CH:11]([CH3:13])[CH3:12])[C:6]=2[N:7]=1.[Br:19]Br. Product: [Br:19][C:10]1[C:5]2[C:4]([C:14]([O:16][CH2:17][CH3:18])=[O:15])=[CH:3][C:2]([Br:1])=[N:7][C:6]=2[N:8]([CH:11]([CH3:13])[CH3:12])[N:9]=1. The catalyst class is: 15. (2) Reactant: [Cl:1][C:2]1[N:3]=[C:4]([N:11]2[CH2:16][CH2:15][O:14][CH2:13][CH2:12]2)[C:5]2[S:10][CH:9]=[CH:8][C:6]=2[N:7]=1.[Li]CCCC.CCCCCC.CN(C)[CH:30]=[O:31]. Product: [Cl:1][C:2]1[N:3]=[C:4]([N:11]2[CH2:16][CH2:15][O:14][CH2:13][CH2:12]2)[C:5]2[S:10][C:9]([CH:30]=[O:31])=[CH:8][C:6]=2[N:7]=1. The catalyst class is: 1. (3) Product: [NH2:30][CH:26]1[CH2:27][CH2:28][CH2:29][CH:24]([NH:31][C:9]([NH:8][C:4]2[CH:5]=[CH:6][CH:7]=[C:2]([F:1])[CH:3]=2)=[N:11][C:12]([C:14]2[CH:18]=[C:17]([CH3:19])[O:16][C:15]=2[C:20]([F:23])([F:22])[F:21])=[O:13])[CH2:25]1. Reactant: [F:1][C:2]1[CH:3]=[C:4]([NH:8][C:9]([NH:11][C:12]([C:14]2[CH:18]=[C:17]([CH3:19])[O:16][C:15]=2[C:20]([F:23])([F:22])[F:21])=[O:13])=S)[CH:5]=[CH:6][CH:7]=1.[CH:24]1([NH2:31])[CH2:29][CH2:28][CH2:27][CH:26]([NH2:30])[CH2:25]1.C(N(CC)CC)C. The catalyst class is: 881. (4) Reactant: C([N:4]1[CH:23]([C:24]2[C:25]([CH3:34])=[C:26]3[C:30](=[CH:31][CH:32]=2)[C:29](=[O:33])[O:28][CH2:27]3)[CH2:22][N:7]2[CH2:8][CH2:9][N:10]([C:12]([O:14][CH2:15][C:16]3[CH:21]=[CH:20][CH:19]=[CH:18][CH:17]=3)=[O:13])[CH2:11][C@H:6]2[CH2:5]1)C=C.CN1C(=O)CC(=O)N(C)C1=O.[C:54](O[C:54]([O:56][C:57]([CH3:60])([CH3:59])[CH3:58])=[O:55])([O:56][C:57]([CH3:60])([CH3:59])[CH3:58])=[O:55].C(N(CC)CC)C. Product: [CH3:34][C:25]1[C:24]([C@H:23]2[CH2:22][N:7]3[CH2:8][CH2:9][N:10]([C:12]([O:14][CH2:15][C:16]4[CH:17]=[CH:18][CH:19]=[CH:20][CH:21]=4)=[O:13])[CH2:11][C@H:6]3[CH2:5][N:4]2[C:54]([O:56][C:57]([CH3:58])([CH3:59])[CH3:60])=[O:55])=[CH:32][CH:31]=[C:30]2[C:26]=1[CH2:27][O:28][C:29]2=[O:33]. The catalyst class is: 532. (5) Reactant: [N:1]1[C:10]2[C:5](=[CH:6][CH:7]=[CH:8][CH:9]=2)[CH:4]=[C:3]([C:11]([OH:13])=O)[CH:2]=1.S(Cl)([Cl:16])=O. Product: [N:1]1[C:10]2[C:5](=[CH:6][CH:7]=[CH:8][CH:9]=2)[CH:4]=[C:3]([C:11]([Cl:16])=[O:13])[CH:2]=1. The catalyst class is: 11. (6) Reactant: [F:1][C:2]1[CH:7]=[C:6]([Cl:8])[CH:5]=[CH:4][C:3]=1I.[OH:10][C:11]1[CH:16]=[CH:15][C:14](B(O)O)=[CH:13][CH:12]=1.C(=O)([O-])[O-].[K+].[K+]. Product: [OH:10][C:11]1[CH:16]=[CH:15][C:14]([C:3]2[CH:4]=[CH:5][C:6]([Cl:8])=[CH:7][C:2]=2[F:1])=[CH:13][CH:12]=1. The catalyst class is: 235. (7) Reactant: [Cl:1][C:2]1[C:3]([NH:9][NH2:10])=[N:4][CH:5]=[CH:6][C:7]=1[I:8].CCN(CC)CC.[CH:18]1([CH2:21][C:22](Cl)=[O:23])[CH2:20][CH2:19]1.C([O-])(O)=O.[Na+]. Product: [Cl:1][C:2]1[C:3]([NH:9][NH:10][C:22](=[O:23])[CH2:21][CH:18]2[CH2:20][CH2:19]2)=[N:4][CH:5]=[CH:6][C:7]=1[I:8]. The catalyst class is: 2. (8) Reactant: [C:1]([NH:5][C:6](=[O:43])[NH:7][C:8]1[C:9]([C:22]2[C:23]([Cl:42])=[C:24]([NH:29][C:30](=[O:41])[C:31]3[CH:36]=[CH:35][CH:34]=[C:33]([C:37]([F:40])([F:39])[F:38])[CH:32]=3)[CH:25]=[CH:26][C:27]=2[Cl:28])=[CH:10][C:11]2[CH:16]=[N:15][C:14](S(C)(=O)=O)=[N:13][C:12]=2[N:21]=1)([CH3:4])([CH3:3])[CH3:2].C1(C)C=CC(S(O)(=O)=O)=CC=1.[CH2:55]([N:57]([CH2:68][CH3:69])[CH2:58][CH2:59][O:60][C:61]1[CH:66]=[CH:65][C:64]([NH2:67])=[CH:63][CH:62]=1)[CH3:56]. Product: [C:1]([NH:5][C:6](=[O:43])[NH:7][C:8]1[C:9]([C:22]2[C:23]([Cl:42])=[C:24]([NH:29][C:30](=[O:41])[C:31]3[CH:36]=[CH:35][CH:34]=[C:33]([C:37]([F:40])([F:39])[F:38])[CH:32]=3)[CH:25]=[CH:26][C:27]=2[Cl:28])=[CH:10][C:11]2[CH:16]=[N:15][C:14]([NH:67][C:64]3[CH:63]=[CH:62][C:61]([O:60][CH2:59][CH2:58][N:57]([CH2:68][CH3:69])[CH2:55][CH3:56])=[CH:66][CH:65]=3)=[N:13][C:12]=2[N:21]=1)([CH3:4])([CH3:3])[CH3:2]. The catalyst class is: 3. (9) Reactant: Br[C:2]1[C:3]([Cl:11])=[C:4]([C:7]([O:9][CH3:10])=[O:8])[S:5][CH:6]=1.[Br-].[CH:13]1([CH2:19][Zn+])[CH2:18][CH2:17][CH2:16][CH2:15][CH2:14]1. Product: [Cl:11][C:3]1[C:2]([CH2:19][CH:13]2[CH2:18][CH2:17][CH2:16][CH2:15][CH2:14]2)=[CH:6][S:5][C:4]=1[C:7]([O:9][CH3:10])=[O:8]. The catalyst class is: 450. (10) Reactant: [H-].[Na+].[N:3]1[CH:8]=[CH:7][CH:6]=[C:5]([CH2:9][OH:10])[CH:4]=1.Br[CH:12](C)[C:13]([O:15][C:16]([CH3:19])([CH3:18])[CH3:17])=[O:14].O. Product: [N:3]1[CH:8]=[CH:7][CH:6]=[C:5]([CH2:9][O:10][CH2:12][C:13]([O:15][C:16]([CH3:19])([CH3:18])[CH3:17])=[O:14])[CH:4]=1. The catalyst class is: 1.